From a dataset of Peptide-MHC class I binding affinity with 185,985 pairs from IEDB/IMGT. Regression. Given a peptide amino acid sequence and an MHC pseudo amino acid sequence, predict their binding affinity value. This is MHC class I binding data. The peptide sequence is ALFDRPAFK. The MHC is HLA-B40:01 with pseudo-sequence HLA-B40:01. The binding affinity (normalized) is 0.0847.